This data is from Full USPTO retrosynthesis dataset with 1.9M reactions from patents (1976-2016). The task is: Predict the reactants needed to synthesize the given product. Given the product [CH3:1][C:2]1[CH:7]=[CH:6][C:5]([CH:8]2[CH2:12][CH2:11][CH2:10][N:9]2[C:13]2[N:14]=[C:15]([NH:23][C:24]3[S:25][C:26]([C:29]#[N:30])=[CH:27][N:28]=3)[C:16]3[CH2:22][N:21]([S:41]([CH3:40])(=[O:43])=[O:42])[CH2:20][CH2:19][C:17]=3[N:18]=2)=[CH:4][CH:3]=1, predict the reactants needed to synthesize it. The reactants are: [CH3:1][C:2]1[CH:7]=[CH:6][C:5]([CH:8]2[CH2:12][CH2:11][CH2:10][N:9]2[C:13]2[N:14]=[C:15]([NH:23][C:24]3[S:25][C:26]([C:29]#[N:30])=[CH:27][N:28]=3)[C:16]3[CH2:22][NH:21][CH2:20][CH2:19][C:17]=3[N:18]=2)=[CH:4][CH:3]=1.CCN(C(C)C)C(C)C.[CH3:40][S:41](Cl)(=[O:43])=[O:42].O.